Dataset: Full USPTO retrosynthesis dataset with 1.9M reactions from patents (1976-2016). Task: Predict the reactants needed to synthesize the given product. (1) Given the product [Cl:7][C:8]1[CH:9]=[CH:10][C:11]2[N:17]3[C:18]([CH3:21])=[N:19][N:20]=[C:16]3[C@@H:15]([CH2:22][CH2:23][OH:24])[O:14][C@H:13]([C:28]3[CH:33]=[CH:32][CH:31]=[C:30]([O:34][CH3:35])[C:29]=3[O:36][CH3:37])[C:12]=2[CH:38]=1, predict the reactants needed to synthesize it. The reactants are: [H-].[Al+3].[Li+].[H-].[H-].[H-].[Cl:7][C:8]1[CH:9]=[CH:10][C:11]2[N:17]3[C:18]([CH3:21])=[N:19][N:20]=[C:16]3[C@@H:15]([CH2:22][C:23](OCC)=[O:24])[O:14][C@H:13]([C:28]3[CH:33]=[CH:32][CH:31]=[C:30]([O:34][CH3:35])[C:29]=3[O:36][CH3:37])[C:12]=2[CH:38]=1.C(C(C(C([O-])=O)O)O)([O-])=O.[Na+].[K+]. (2) Given the product [Cl:1][C:2]1[C:3]2[N:17]=[C:18]([NH:19][C:20]3[C:21]([O:29][CH3:30])=[N:22][C:23]([CH3:28])=[N:24][C:25]=3[O:26][CH3:27])[N:12]([CH2:13][CH2:14][CH2:15][OH:16])[C:4]=2[C:5]([C:6]([O:8][CH3:9])=[O:7])=[CH:10][CH:11]=1, predict the reactants needed to synthesize it. The reactants are: [Cl:1][C:2]1[CH:11]=[CH:10][C:5]([C:6]([O:8][CH3:9])=[O:7])=[C:4]([NH:12][CH2:13][CH2:14][CH2:15][OH:16])[C:3]=1[NH:17][C:18](=S)[NH:19][C:20]1[C:21]([O:29][CH3:30])=[N:22][C:23]([CH3:28])=[N:24][C:25]=1[O:26][CH3:27].Cl.C(N=C=NCCCN(C)C)C.C(N(CC)CC)C. (3) Given the product [CH3:1][C:2]1[CH:7]=[CH:6][N:5]2[C:8]([CH2:22][CH:23]3[CH2:28][CH2:27][N:26]([C:29]([O:31][C:32]([CH3:35])([CH3:34])[CH3:33])=[O:30])[CH2:25][CH2:24]3)=[C:9]([C:11]3[CH:16]=[CH:15][C:14]([C:17](=[O:20])[NH:18][CH3:19])=[CH:13][C:12]=3[CH3:21])[N:10]=[C:4]2[CH:3]=1, predict the reactants needed to synthesize it. The reactants are: [CH3:1][C:2]1[CH:7]=[CH:6][N:5]2[C:8]([CH:22]=[C:23]3[CH2:28][CH2:27][N:26]([C:29]([O:31][C:32]([CH3:35])([CH3:34])[CH3:33])=[O:30])[CH2:25][CH2:24]3)=[C:9]([C:11]3[CH:16]=[CH:15][C:14]([C:17](=[O:20])[NH:18][CH3:19])=[CH:13][C:12]=3[CH3:21])[N:10]=[C:4]2[CH:3]=1. (4) The reactants are: [CH3:1][O:2][C:3]1[CH:8]=[CH:7][CH:6]=[CH:5][C:4]=1O.CN(C)C1C=CC=CC=1.[C:19]([Cl:22])(Cl)=[O:20].CN(C=[O:27])C. Given the product [Cl:22][C:19]([O:20][C:4]1[CH:5]=[CH:6][CH:7]=[CH:8][C:3]=1[O:2][CH3:1])=[O:27], predict the reactants needed to synthesize it. (5) Given the product [N:4]1[C:5]2[C:10](=[CH:9][CH:8]=[CH:7][CH:6]=2)[CH:11]=[CH:12][C:3]=1[NH:1][N:2]=[CH:16][C:15]1[CH:18]=[C:19]([OH:23])[C:20]([OH:22])=[CH:21][C:14]=1[OH:13], predict the reactants needed to synthesize it. The reactants are: [NH:1]([C:3]1[CH:12]=[CH:11][C:10]2[C:5](=[CH:6][CH:7]=[CH:8][CH:9]=2)[N:4]=1)[NH2:2].[OH:13][C:14]1[CH:21]=[C:20]([OH:22])[C:19]([OH:23])=[CH:18][C:15]=1[CH:16]=O. (6) Given the product [Br:11][C:8]1[CH:7]=[CH:6][C:5]([OH:10])=[C:4]([CH:1]2[CH2:3][CH2:2]2)[CH:9]=1, predict the reactants needed to synthesize it. The reactants are: [CH:1]1([C:4]2[CH:9]=[CH:8][CH:7]=[CH:6][C:5]=2[OH:10])[CH2:3][CH2:2]1.[Br:11]Br.